Dataset: Catalyst prediction with 721,799 reactions and 888 catalyst types from USPTO. Task: Predict which catalyst facilitates the given reaction. (1) Reactant: [CH3:1][C:2]1[CH:3]=[C:4]([CH:8]=[C:9]([CH3:11])[CH:10]=1)[C:5](Cl)=[O:6].[C:12]([NH:16][NH:17][C:18]([C:20]1[CH:21]=[CH:22][C:23]2[CH2:27][O:26][B:25]([OH:28])[C:24]=2[C:29]=1[F:30])=[O:19])([CH3:15])([CH3:14])[CH3:13].C(N(CC)CC)C. Product: [C:12]([N:16]([C:5](=[O:6])[C:4]1[CH:3]=[C:2]([CH3:1])[CH:10]=[C:9]([CH3:11])[CH:8]=1)[NH:17][C:18]([C:20]1[CH:21]=[CH:22][C:23]2[CH2:27][O:26][B:25]([OH:28])[C:24]=2[C:29]=1[F:30])=[O:19])([CH3:15])([CH3:13])[CH3:14]. The catalyst class is: 27. (2) Reactant: Cl[CH2:2]/[CH:3]=[CH:4]/[B:5]1[O:9][C:8]([CH3:11])([CH3:10])[C:7]([CH3:13])([CH3:12])[O:6]1.C(=O)([O-])[O-].[K+].[K+].[NH:20]1[CH2:24][CH2:23][CH2:22][CH2:21]1. Product: [CH3:12][C:7]1([CH3:13])[C:8]([CH3:11])([CH3:10])[O:9][B:5](/[CH:4]=[CH:3]/[CH2:2][N:20]2[CH2:24][CH2:23][CH2:22][CH2:21]2)[O:6]1. The catalyst class is: 10. (3) Reactant: [Br:1][C:2]1[CH:3]=[C:4]2[C:9](=[CH:10][CH:11]=1)[C:8]([N+:12]([O-])=O)=[C:7]([NH2:15])[CH:6]=[CH:5]2. Product: [Br:1][C:2]1[CH:11]=[CH:10][C:9]2[C:4](=[CH:5][CH:6]=[C:7]([NH2:15])[C:8]=2[NH2:12])[CH:3]=1. The catalyst class is: 171. (4) Reactant: [OH-].[Li+].[F:3][C:4]1[C:9]([O:10][CH3:11])=[CH:8][CH:7]=[CH:6][C:5]=1[NH:12][C:13]1[N:22]=[CH:21][CH:20]=[CH:19][C:14]=1[C:15]([O:17]C)=[O:16]. Product: [F:3][C:4]1[C:9]([O:10][CH3:11])=[CH:8][CH:7]=[CH:6][C:5]=1[NH:12][C:13]1[N:22]=[CH:21][CH:20]=[CH:19][C:14]=1[C:15]([OH:17])=[O:16]. The catalyst class is: 20. (5) Reactant: Br[C:2]1[CH:7]=[C:6]([C:8]2[CH:9]=[N:10][C:11]([O:14][CH3:15])=[CH:12][CH:13]=2)[CH:5]=[CH:4][C:3]=1[NH2:16].[CH3:17][C:18]1([CH3:27])[CH2:23][CH2:22][C:21](B(O)O)=[CH:20][CH2:19]1.C([O-])([O-])=O.[Na+].[Na+]. Product: [CH3:17][C:18]1([CH3:27])[CH2:23][CH2:22][C:21]([C:2]2[CH:7]=[C:6]([C:8]3[CH:9]=[N:10][C:11]([O:14][CH3:15])=[CH:12][CH:13]=3)[CH:5]=[CH:4][C:3]=2[NH2:16])=[CH:20][CH2:19]1. The catalyst class is: 73. (6) Reactant: [CH2:1]([C:3]1([S:6]([NH:9]C(=O)OC(C)(C)C)(=[O:8])=[O:7])[CH2:5][CH2:4]1)[CH3:2].Cl. Product: [CH2:1]([C:3]1([S:6]([NH2:9])(=[O:8])=[O:7])[CH2:5][CH2:4]1)[CH3:2]. The catalyst class is: 12. (7) Reactant: OC(C(F)(F)F)=O.[NH:8]1[C:12]2([CH2:16][CH2:15][O:14][CH2:13]2)[CH2:11][CH2:10][CH2:9]1.C(N(CC)CC)C.[C:24]1([C:30]2[O:34][C:33]([C:35]([N:37]3[CH2:40][CH:39]([O:41][C:42]4[CH:49]=[CH:48][C:45]([CH:46]=O)=[CH:44][CH:43]=4)[CH2:38]3)=[O:36])=[N:32][N:31]=2)[CH:29]=[CH:28][CH:27]=[CH:26][CH:25]=1.[Na].C([O-])(O)=O.[Na+]. Product: [N:8]1([CH2:46][C:45]2[CH:44]=[CH:43][C:42]([O:41][CH:39]3[CH2:38][N:37]([C:35]([C:33]4[O:34][C:30]([C:24]5[CH:29]=[CH:28][CH:27]=[CH:26][CH:25]=5)=[N:31][N:32]=4)=[O:36])[CH2:40]3)=[CH:49][CH:48]=2)[C:12]2([CH2:16][CH2:15][O:14][CH2:13]2)[CH2:11][CH2:10][CH2:9]1. The catalyst class is: 4. (8) Reactant: [OH:1][CH2:2][C:3]([N:5]([CH2:7][CH2:8][N:9]([C:11]1[CH:16]=[CH:15][C:14]([N+:17]([O-:19])=[O:18])=[C:13]([O:20][CH3:21])[CH:12]=1)[CH3:10])[CH3:6])=O. Product: [CH3:21][O:20][C:13]1[CH:12]=[C:11]([N:9]([CH3:10])[CH2:8][CH2:7][N:5]([CH3:6])[CH2:3][CH2:2][OH:1])[CH:16]=[CH:15][C:14]=1[N+:17]([O-:19])=[O:18]. The catalyst class is: 1.